This data is from Forward reaction prediction with 1.9M reactions from USPTO patents (1976-2016). The task is: Predict the product of the given reaction. (1) Given the reactants [CH3:1][C:2]1[CH:9]=[CH:8][C:5]([C:6]#[N:7])=[C:4]([N+:10]([O-])=O)[CH:3]=1, predict the reaction product. The product is: [NH2:10][C:4]1[CH:3]=[C:2]([CH3:1])[CH:9]=[CH:8][C:5]=1[C:6]#[N:7]. (2) Given the reactants [CH3:1][C@@:2]([S:22]([CH3:25])(=[O:24])=[O:23])([CH2:8][CH2:9][N:10]1[C:14]([CH3:15])=[C:13]([C:16]2[CH:21]=[CH:20][CH:19]=[CH:18][CH:17]=2)[N:12]=[N:11]1)[C:3]([O:5]CC)=[O:4].C[C@@](S(C)(=O)=O)(CCN1C(C2C=CC=CC=2)=C(C)N=N1)C(OCC)=O.[Li+].[OH-].Cl, predict the reaction product. The product is: [CH3:1][C@@:2]([S:22]([CH3:25])(=[O:23])=[O:24])([CH2:8][CH2:9][N:10]1[C:14]([CH3:15])=[C:13]([C:16]2[CH:21]=[CH:20][CH:19]=[CH:18][CH:17]=2)[N:12]=[N:11]1)[C:3]([OH:5])=[O:4]. (3) Given the reactants CCN(C(C)C)C(C)C.[OH:10][C:11]1[CH:12]=[CH:13][CH:14]=[C:15]2[C:20]=1[O:19][C:18](=[O:21])[C:17]([C:22]([OH:24])=O)=[CH:16]2.CN(C(ON1N=NC2C=CC=NC1=2)=[N+](C)C)C.F[P-](F)(F)(F)(F)F.[N:49]1([C:55]2[CH:56]=[C:57]([CH:59]=[CH:60][CH:61]=2)[NH2:58])[CH2:54][CH2:53][O:52][CH2:51][CH2:50]1, predict the reaction product. The product is: [N:49]1([C:55]2[CH:56]=[C:57]([NH:58][C:22]([C:17]3[C:18](=[O:21])[O:19][C:20]4[C:15]([CH:16]=3)=[CH:14][CH:13]=[CH:12][C:11]=4[OH:10])=[O:24])[CH:59]=[CH:60][CH:61]=2)[CH2:50][CH2:51][O:52][CH2:53][CH2:54]1.